Dataset: Ames mutagenicity test results for genotoxicity prediction. Task: Regression/Classification. Given a drug SMILES string, predict its toxicity properties. Task type varies by dataset: regression for continuous values (e.g., LD50, hERG inhibition percentage) or binary classification for toxic/non-toxic outcomes (e.g., AMES mutagenicity, cardiotoxicity, hepatotoxicity). Dataset: ames. (1) The compound is O=[N+]([O-])c1ccc(Nc2ccc(O)cc2)c([N+](=O)[O-])c1. The result is 1 (mutagenic). (2) The drug is CCC1C(c2ccc(O)cc2)=C(C)c2cc(O)ccc21. The result is 0 (non-mutagenic). (3) The result is 1 (mutagenic). The compound is CN(C)c1ccc(/C=C/c2ccc([N+](=O)[O-])cc2)cc1.